This data is from Full USPTO retrosynthesis dataset with 1.9M reactions from patents (1976-2016). The task is: Predict the reactants needed to synthesize the given product. (1) Given the product [Cl:17][C:14]1[CH:15]=[C:16]2[NH:8][C:9](=[O:35])[C:10]3([CH:18]([C:19]4[CH:24]=[C:23]([Cl:25])[CH:22]=[CH:21][C:20]=4[O:26][C:27]4([C:31]([O:33][CH3:34])=[O:32])[CH2:30][CH2:29][CH2:28]4)[CH2:46][C:45](=[O:47])[NH:44][CH:43]3[C:41]3[CH:42]=[C:37]([F:36])[CH:38]=[CH:39][C:40]=3[CH3:52])[C:11]2=[CH:12][CH:13]=1, predict the reactants needed to synthesize it. The reactants are: C(OC([N:8]1[C:16]2[C:11](=[CH:12][CH:13]=[C:14]([Cl:17])[CH:15]=2)/[C:10](=[CH:18]/[C:19]2[CH:24]=[C:23]([Cl:25])[CH:22]=[CH:21][C:20]=2[O:26][C:27]2([C:31]([O:33][CH3:34])=[O:32])[CH2:30][CH2:29][CH2:28]2)/[C:9]1=[O:35])=O)(C)(C)C.[F:36][C:37]1[CH:38]=[CH:39][C:40]([CH3:52])=[C:41]([CH:43]=[N:44][C:45]([O:47][Si](C)(C)C)=[CH2:46])[CH:42]=1.C(O)(C(F)(F)F)=O. (2) Given the product [C:18]([O:17][C:16]([NH:15][C@H:10]1[CH2:11][C@@H:12]([CH3:14])[CH2:13][N:8]([C:7]2[CH:6]=[CH:5][N:4]=[CH:3][C:2]=2[NH:1][C:46]([C:32]2[C:33]3=[N:34][CH:35]=[C:36]([CH:40]4[CH2:41][CH2:42][O:43][CH2:44][CH2:45]4)[CH:37]=[C:38]3[O:39][C:31]=2[NH:30][C:28](=[O:29])[O:27][C:23]([CH3:25])([CH3:24])[CH3:26])=[O:47])[CH2:9]1)=[O:22])([CH3:21])([CH3:20])[CH3:19], predict the reactants needed to synthesize it. The reactants are: [NH2:1][C:2]1[CH:3]=[N:4][CH:5]=[CH:6][C:7]=1[N:8]1[CH2:13][C@H:12]([CH3:14])[CH2:11][C@H:10]([NH:15][C:16](=[O:22])[O:17][C:18]([CH3:21])([CH3:20])[CH3:19])[CH2:9]1.[C:23]([O:27][C:28]([NH:30][C:31]1[O:39][C:38]2[C:33](=[N:34][CH:35]=[C:36]([CH:40]3[CH2:45][CH2:44][O:43][CH2:42][CH2:41]3)[CH:37]=2)[C:32]=1[C:46](O)=[O:47])=[O:29])([CH3:26])([CH3:25])[CH3:24].CN(C(ON1N=NC2C=CC=NC1=2)=[N+](C)C)C.F[P-](F)(F)(F)(F)F.CCN(C(C)C)C(C)C. (3) Given the product [O:13]=[C:11]1[C:10]2[CH2:9][CH2:8][CH2:7][CH2:6][C:5]=2[N:4]=[C:3]([N:26]2[CH2:27][CH2:28][N:23]([CH2:22][C:21]([NH:20][C:16]3[CH:15]=[N:14][CH:19]=[CH:18][CH:17]=3)=[O:29])[CH2:24][CH2:25]2)[NH:12]1, predict the reactants needed to synthesize it. The reactants are: CS[C:3]1[NH:12][C:11](=[O:13])[C:10]2[CH2:9][CH2:8][CH2:7][CH2:6][C:5]=2[N:4]=1.[N:14]1[CH:19]=[CH:18][CH:17]=[C:16]([NH:20][C:21](=[O:29])[CH2:22][N:23]2[CH2:28][CH2:27][NH:26][CH2:25][CH2:24]2)[CH:15]=1.C(N(CC)CC)C. (4) Given the product [CH2:16]([O:20][C:21](=[O:25])[C@H:22]([CH3:24])[NH:23][C:12](=[O:14])[CH2:11][C:1]1[C:10]2[C:5](=[CH:6][CH:7]=[CH:8][CH:9]=2)[CH:4]=[CH:3][CH:2]=1)[CH:17]([CH3:19])[CH3:18], predict the reactants needed to synthesize it. The reactants are: [C:1]1([CH2:11][C:12]([OH:14])=O)[C:10]2[C:5](=[CH:6][CH:7]=[CH:8][CH:9]=2)[CH:4]=[CH:3][CH:2]=1.Cl.[CH2:16]([O:20][C:21](=[O:25])[C@H:22]([CH3:24])[NH2:23])[CH:17]([CH3:19])[CH3:18]. (5) Given the product [CH3:1][O:2][C:3](=[O:21])[C@@H:4]([N:13]1[C:17]([CH3:18])=[CH:16][C:15]([Cl:19])=[C:14]1[CH3:20])[CH2:5][C:6]1[CH:11]=[CH:10][C:9]([O:12][CH2:54][CH2:53][C:43]2[N:44]=[C:45]([C:47]3[CH:52]=[CH:51][CH:50]=[CH:49][CH:48]=3)[O:46][C:42]=2[CH3:41])=[CH:8][CH:7]=1, predict the reactants needed to synthesize it. The reactants are: [CH3:1][O:2][C:3](=[O:21])[C@@H:4]([N:13]1[C:17]([CH3:18])=[CH:16][C:15]([Cl:19])=[C:14]1[CH3:20])[CH2:5][C:6]1[CH:11]=[CH:10][C:9]([OH:12])=[CH:8][CH:7]=1.C1(P(C2C=CC=CC=2)C2C=CC=CC=2)C=CC=CC=1.[CH3:41][C:42]1[O:46][C:45]([C:47]2[CH:52]=[CH:51][CH:50]=[CH:49][CH:48]=2)=[N:44][C:43]=1[CH2:53][CH2:54]O.CC(OC(/N=N/C(OC(C)C)=O)=O)C. (6) Given the product [OH:14][C:8]1[C:6]2[O:7][C:3]([C:1]3[N:2]=[N:32][NH:33][N:34]=3)=[C:4]([C:18](=[O:31])[C:19]3[CH:20]=[C:21]([O:29][CH3:30])[C:22]([O:27][CH3:28])=[C:23]([O:25][CH3:26])[CH:24]=3)[C:5]=2[CH:11]=[CH:10][C:9]=1[O:12][CH3:13], predict the reactants needed to synthesize it. The reactants are: [C:1]([C:3]1[O:7][C:6]2[C:8]([O:14]C(=O)C)=[C:9]([O:12][CH3:13])[CH:10]=[CH:11][C:5]=2[C:4]=1[C:18](=[O:31])[C:19]1[CH:24]=[C:23]([O:25][CH3:26])[C:22]([O:27][CH3:28])=[C:21]([O:29][CH3:30])[CH:20]=1)#[N:2].[N-:32]=[N+:33]=[N-:34].[Na+]. (7) Given the product [CH2:2]([C:3]1[CH:4]=[CH:5][CH:6]=[C:7]2[C:12]=1[N:11]=[C:10]([O:13][CH3:14])[CH:9]=[N:8]2)[CH:22]=[CH2:23], predict the reactants needed to synthesize it. The reactants are: Br[CH2:2][C:3]1[CH:4]=[CH:5][CH:6]=[C:7]2[C:12]=1[N:11]=[C:10]([O:13][CH3:14])[CH:9]=[N:8]2.C([O-])([O-])=O.[K+].[K+].O1CCO[CH2:23][CH2:22]1.